Dataset: Full USPTO retrosynthesis dataset with 1.9M reactions from patents (1976-2016). Task: Predict the reactants needed to synthesize the given product. (1) Given the product [CH2:27]([O:29][C:2]1[N:7]=[C:6]([N:8]2[CH2:13][CH2:12][CH:11]([C:14]3[CH:19]=[CH:18][C:17]([CH:20]([CH3:26])[C:21]([NH:23][CH2:24][CH3:25])=[O:22])=[CH:16][CH:15]=3)[CH2:10][CH2:9]2)[CH:5]=[CH:4][N:3]=1)[CH3:28], predict the reactants needed to synthesize it. The reactants are: Cl[C:2]1[N:7]=[C:6]([N:8]2[CH2:13][CH2:12][CH:11]([C:14]3[CH:19]=[CH:18][C:17]([CH:20]([CH3:26])[C:21]([NH:23][CH2:24][CH3:25])=[O:22])=[CH:16][CH:15]=3)[CH2:10][CH2:9]2)[CH:5]=[CH:4][N:3]=1.[CH2:27]([OH:29])[CH3:28].[H-].[Na+]. (2) Given the product [NH3:7].[CH:16]([N:13]1[CH2:14][CH2:15][N:10]([C:8]([C:5]2[CH:6]=[N:7][C:2]([NH:32][CH2:29][CH2:30][N:21]3[CH2:20][CH2:28][CH2:27][CH2:23][CH2:22]3)=[CH:3][CH:4]=2)=[O:9])[CH2:11][CH2:12]1)([CH3:18])[CH3:17], predict the reactants needed to synthesize it. The reactants are: Cl[C:2]1[N:7]=[CH:6][C:5]([C:8]([N:10]2[CH2:15][CH2:14][N:13]([CH:16]([CH3:18])[CH3:17])[CH2:12][CH2:11]2)=[O:9])=[CH:4][CH:3]=1.Cl[C:20]1[CH:28]=[CH:27][C:23](C(O)=O)=[CH:22][N:21]=1.[CH:29]([N:32]1CCNCC1)(C)[CH3:30].C1C=CC2N(O)N=NC=2C=1.C(Cl)CCl.CN1CCOCC1. (3) Given the product [CH:1]1([C:4]2[CH:5]=[CH:6][C:7]([C:18]([NH:22][C@@H:23]([CH2:29][CH:30]([CH3:31])[CH3:32])[C:24]([O:26][CH2:27][CH3:28])=[O:25])=[O:20])=[N:8][C:9]=2[CH2:10][C:11]2[CH:12]=[CH:13][C:14]([F:17])=[CH:15][CH:16]=2)[CH2:2][CH2:3]1, predict the reactants needed to synthesize it. The reactants are: [CH:1]1([C:4]2[CH:5]=[CH:6][C:7]([C:18]([OH:20])=O)=[N:8][C:9]=2[CH2:10][C:11]2[CH:16]=[CH:15][C:14]([F:17])=[CH:13][CH:12]=2)[CH2:3][CH2:2]1.Cl.[NH2:22][C@@H:23]([CH2:29][CH:30]([CH3:32])[CH3:31])[C:24]([O:26][CH2:27][CH3:28])=[O:25]. (4) Given the product [CH3:1][C:2]1[O:6][N:5]=[C:4]([O:7][CH:16]2[CH2:19][N:18]([C:20]3[N:29]=[CH:28][C:27]([C:30]([F:31])([F:32])[F:33])=[CH:26][C:21]=3[C:22]([O:24][CH3:25])=[O:23])[CH2:17]2)[CH:3]=1, predict the reactants needed to synthesize it. The reactants are: [CH3:1][C:2]1[O:6][N:5]=[C:4]([OH:7])[CH:3]=1.C(#N)C.CS(O[CH:16]1[CH2:19][N:18]([C:20]2[N:29]=[CH:28][C:27]([C:30]([F:33])([F:32])[F:31])=[CH:26][C:21]=2[C:22]([O:24][CH3:25])=[O:23])[CH2:17]1)(=O)=O. (5) Given the product [CH:21]([C:20]1[CH:19]=[C:18]([O:24][CH2:29][CH2:28][O:30][CH2:31][CH3:32])[CH:17]=[C:16]([CH:25]([CH3:27])[CH3:26])[C:15]=1[NH:14][C:12](=[O:13])[CH2:11][N:8]1[CH2:7][CH2:6][N:5]([CH2:4][CH2:3][CH2:2][OH:1])[CH2:10][CH2:9]1)([CH3:23])[CH3:22], predict the reactants needed to synthesize it. The reactants are: [OH:1][CH2:2][CH2:3][CH2:4][N:5]1[CH2:10][CH2:9][N:8]([CH2:11][C:12]([NH:14][C:15]2[C:20]([CH:21]([CH3:23])[CH3:22])=[CH:19][C:18]([OH:24])=[CH:17][C:16]=2[CH:25]([CH3:27])[CH3:26])=[O:13])[CH2:7][CH2:6]1.[CH2:28]([O:30][CH2:31][CH2:32]Br)[CH3:29].[F-].[K+]. (6) Given the product [C:1]([N:5]1[CH2:10][CH2:9][N:8]([C:11]2[C:20]3[C:15](=[CH:16][C:17]([Cl:28])=[C:18]([C:21]4[CH:26]=[CH:25][C:24]([Cl:27])=[CH:23][CH:22]=4)[CH:19]=3)[N:14]=[CH:13][N:12]=2)[CH2:7][C@H:6]1[C:29]#[N:31])(=[O:4])[CH:2]=[CH2:3], predict the reactants needed to synthesize it. The reactants are: [C:1]([N:5]1[CH2:10][CH2:9][N:8]([C:11]2[C:20]3[C:15](=[CH:16][C:17]([Cl:28])=[C:18]([C:21]4[CH:26]=[CH:25][C:24]([Cl:27])=[CH:23][CH:22]=4)[CH:19]=3)[N:14]=[CH:13][N:12]=2)[CH2:7][C@H:6]1[C:29]([NH2:31])=O)(=[O:4])[CH:2]=[CH2:3].CCN(CC)CC.FC(F)(F)C(OC(=O)C(F)(F)F)=O. (7) Given the product [C:14]([N:4]1[C:5]2[C:10](=[CH:9][C:8]([C:11]([OH:13])=[O:12])=[CH:7][CH:6]=2)[C:2]([CH3:1])=[N:3]1)(=[O:16])[CH3:15], predict the reactants needed to synthesize it. The reactants are: [CH3:1][C:2]1[C:10]2[C:5](=[CH:6][CH:7]=[C:8]([C:11]([OH:13])=[O:12])[CH:9]=2)[NH:4][N:3]=1.[C:14](OC(=O)C)(=[O:16])[CH3:15]. (8) Given the product [C:1]([O:5][C:6]([N:8]1[CH2:13][CH2:12][CH:11]([N:15]2[CH2:18][CH2:17][CH2:16]2)[CH2:10][CH2:9]1)=[O:7])([CH3:4])([CH3:3])[CH3:2], predict the reactants needed to synthesize it. The reactants are: [C:1]([O:5][C:6]([N:8]1[CH2:13][CH2:12][C:11](=O)[CH2:10][CH2:9]1)=[O:7])([CH3:4])([CH3:3])[CH3:2].[NH:15]1[CH2:18][CH2:17][CH2:16]1.C(O[BH-](OC(=O)C)OC(=O)C)(=O)C.[Na+].